This data is from Reaction yield outcomes from USPTO patents with 853,638 reactions. The task is: Predict the reaction yield, written as a fraction of the theoretical maximum amount of product (1.0 means a 100% yield; for example, 0.34 means a 34% yield). (1) The reactants are [CH:1]1([N:4]([CH:32]2[CH2:34][CH2:33]2)[C:5]([C:7]2[N:29]([CH2:30][CH3:31])[C:10]3=[N:11][C:12]([NH:19][C:20]4[CH:24]=[C:23]([C:25](O)=[O:26])[N:22]([CH3:28])[N:21]=4)=[C:13]4[N:17]=[CH:16][N:15]([CH3:18])[C:14]4=[C:9]3[CH:8]=2)=[O:6])[CH2:3][CH2:2]1.[CH3:35][N:36](C(ON1N=NC2C=CC=NC1=2)=[N+](C)C)[CH3:37].F[P-](F)(F)(F)(F)F.CNC.C1COCC1. The catalyst is CN(C=O)C.O. The product is [CH:32]1([N:4]([CH:1]2[CH2:3][CH2:2]2)[C:5]([C:7]2[N:29]([CH2:30][CH3:31])[C:10]3=[N:11][C:12]([NH:19][C:20]4[CH:24]=[C:23]([C:25](=[O:26])[N:36]([CH3:37])[CH3:35])[N:22]([CH3:28])[N:21]=4)=[C:13]4[N:17]=[CH:16][N:15]([CH3:18])[C:14]4=[C:9]3[CH:8]=2)=[O:6])[CH2:33][CH2:34]1. The yield is 0.541. (2) The reactants are [Cl:1][C:2]1[CH:3]=[CH:4][C:5]([S:9][CH3:10])=[C:6]([NH2:8])[CH:7]=1.[CH3:11][C:12]1[O:16][C:15]([S:17](Cl)(=[O:19])=[O:18])=[CH:14][CH:13]=1. No catalyst specified. The product is [Cl:1][C:2]1[CH:3]=[CH:4][C:5]([S:9][CH3:10])=[C:6]([NH:8][S:17]([C:15]2[O:16][C:12]([CH3:11])=[CH:13][CH:14]=2)(=[O:19])=[O:18])[CH:7]=1. The yield is 0.480. (3) The reactants are Cl[C:2]1[N:7]=[C:6]([Cl:8])[CH:5]=[C:4]([C:9]2[O:10][C:11]([CH3:14])=[CH:12][CH:13]=2)[N:3]=1.[CH3:15][NH2:16].CCO. The catalyst is CO. The product is [Cl:8][C:6]1[CH:5]=[C:4]([C:9]2[O:10][C:11]([CH3:14])=[CH:12][CH:13]=2)[N:3]=[C:2]([NH:16][CH3:15])[N:7]=1. The yield is 0.220. (4) The reactants are [I:1][C:2]1[CH:7]=[CH:6][C:5]([OH:8])=[C:4]([CH3:9])[CH:3]=1.[C:10]([O:14][C:15]([N:17]1[CH2:23][CH2:22][CH2:21][C@H:18]1[CH2:19]O)=[O:16])([CH3:13])([CH3:12])[CH3:11].C1C=CC(P(C2C=CC=CC=2)C2C=CC=CC=2)=CC=1.CC(OC(/N=N/C(OC(C)C)=O)=O)C. The catalyst is C1COCC1. The product is [C:10]([O:14][C:15]([N:17]1[CH2:23][CH2:22][CH2:21][CH:18]1[CH2:19][O:8][C:5]1[CH:6]=[CH:7][C:2]([I:1])=[CH:3][C:4]=1[CH3:9])=[O:16])([CH3:13])([CH3:11])[CH3:12]. The yield is 0.780. (5) The reactants are Br[C:2]1[S:3][CH:4]=[CH:5][C:6]=1[CH2:7][CH2:8][CH2:9][CH2:10][CH2:11][CH2:12][CH2:13][CH3:14].[C:15]([Cu])#[N:16]. No catalyst specified. The product is [C:15]([C:2]1[S:3][CH:4]=[CH:5][C:6]=1[CH2:7][CH2:8][CH2:9][CH2:10][CH2:11][CH2:12][CH2:13][CH3:14])#[N:16]. The yield is 0.340. (6) The reactants are C([O:8][C:9]1[CH:14]=[CH:13][N:12]([C:15]2[CH:16]=[N:17][C:18]([N:21]3[CH2:25][CH2:24][C@@H:23]([O:26][Si:27]([C:30]([CH3:33])([CH3:32])[CH3:31])([CH3:29])[CH3:28])[CH2:22]3)=[CH:19][CH:20]=2)[C:11](=[O:34])[CH:10]=1)C1C=CC=CC=1. The catalyst is C(O)C.[Pd]. The product is [Si:27]([O:26][C@@H:23]1[CH2:24][CH2:25][N:21]([C:18]2[N:17]=[CH:16][C:15]([N:12]3[CH:13]=[CH:14][C:9]([OH:8])=[CH:10][C:11]3=[O:34])=[CH:20][CH:19]=2)[CH2:22]1)([C:30]([CH3:33])([CH3:31])[CH3:32])([CH3:28])[CH3:29]. The yield is 0.940. (7) The reactants are [Cl:1][C:2]1[CH:11]=[CH:10][CH:9]=[C:8]([CH:12]=[CH2:13])[C:3]=1[C:4]([O:6]C)=[O:5].[OH-].[Na+].Cl. The catalyst is CCO.O. The product is [Cl:1][C:2]1[CH:11]=[CH:10][CH:9]=[C:8]([CH:12]=[CH2:13])[C:3]=1[C:4]([OH:6])=[O:5]. The yield is 0.860. (8) The reactants are [O:1]1[CH:5]=[CH:4][CH:3]=[C:2]1[C:6]1[N:10]([C:11]2[CH:16]=[CH:15][C:14]([O:17][CH3:18])=[CH:13][CH:12]=2)[N:9]=[C:8]([C:19]([O:21]C(C)(C)C)=[O:20])[CH:7]=1.FC(F)(F)C(O)=O. The catalyst is ClCCl. The product is [O:1]1[CH:5]=[CH:4][CH:3]=[C:2]1[C:6]1[N:10]([C:11]2[CH:12]=[CH:13][C:14]([O:17][CH3:18])=[CH:15][CH:16]=2)[N:9]=[C:8]([C:19]([OH:21])=[O:20])[CH:7]=1. The yield is 0.960.